This data is from Forward reaction prediction with 1.9M reactions from USPTO patents (1976-2016). The task is: Predict the product of the given reaction. (1) Given the reactants [C:1]1([CH3:7])[CH:6]=[CH:5][CH:4]=[CH:3][CH:2]=1.[CH:8](=[O:15])[C:9]1C=CC=[CH:11][CH:10]=1.CC(CCO)=C.[OH-].[Na+], predict the reaction product. The product is: [CH:1]1([CH:7]2[CH:11]=[CH:10][CH:9]=[CH:8][O:15]2)[CH:6]=[CH:5][CH:4]=[CH:3][CH2:2]1. (2) Given the reactants [CH2:1]([O:3][C:4](=[O:25])[C:5]([OH:24])([C:20]([F:23])([F:22])[F:21])[CH2:6][C:7]([C:10]1[CH:15]=[C:14]([F:16])[CH:13]=[CH:12][C:11]=1[N+:17]([O-:19])=[O:18])([CH3:9])[CH3:8])[CH3:2].[CH2:26]([O:28][C:29](=[O:50])[C:30]([OH:49])([C:45]([F:48])([F:47])[F:46])[CH2:31][C:32]([C:35]1[CH:40]=[CH:39][C:38]([N+:41]([O-:43])=[O:42])=[C:37]([F:44])[CH:36]=1)([CH3:34])[CH3:33])[CH3:27], predict the reaction product. The product is: [CH2:26]([O:28][C:29](=[O:50])[C:30]([OH:49])([C:45]([F:48])([F:47])[F:46])[CH2:31][C:32]([C:35]1[CH:40]=[CH:39][C:38]([N+:41]([O-:43])=[O:42])=[C:37]([F:44])[CH:36]=1)([CH3:34])[CH3:33])[CH3:27].[CH2:1]([O:3][C:4](=[O:25])[C:5]([OH:24])([C:20]([F:21])([F:22])[F:23])[CH2:6][C:7]([C:10]1[CH:15]=[C:14]([F:16])[CH:13]=[CH:12][C:11]=1[N+:17]([O-:19])=[O:18])([CH3:9])[CH3:8])[CH3:2]. (3) Given the reactants Cl[C:2]1[N:3]=[CH:4][C:5]2[N:10]=[C:9]([NH:11][C:12](=[O:16])[O:13][CH2:14][CH3:15])[S:8][C:6]=2[N:7]=1.[CH3:17][NH:18][CH3:19].CO, predict the reaction product. The product is: [CH3:17][N:18]([CH3:19])[C:2]1[N:3]=[CH:4][C:5]2[N:10]=[C:9]([NH:11][C:12](=[O:16])[O:13][CH2:14][CH3:15])[S:8][C:6]=2[N:7]=1. (4) Given the reactants [Cl:1][C:2]1[CH:3]=[C:4]([CH:20]=[C:21]([Cl:23])[CH:22]=1)[O:5][C:6]1[C:7]([CH2:18][CH3:19])=[N:8][N:9]([CH2:13][C:14]([NH:16][NH2:17])=[O:15])[C:10]=1[CH2:11][CH3:12].[C:24](N1C=CN=C1)(N1C=CN=C1)=[O:25], predict the reaction product. The product is: [Cl:1][C:2]1[CH:3]=[C:4]([CH:20]=[C:21]([Cl:23])[CH:22]=1)[O:5][C:6]1[C:7]([CH2:18][CH3:19])=[N:8][N:9]([CH2:13][C:14]2[O:15][C:24](=[O:25])[NH:17][N:16]=2)[C:10]=1[CH2:11][CH3:12]. (5) Given the reactants [CH2:1]([O:3][C:4]1[CH:9]=[CH:8][C:7]([NH2:10])=[CH:6][C:5]=1[CH2:11][CH3:12])[CH3:2].[C:13](OC(=O)C)(=[O:15])[CH3:14], predict the reaction product. The product is: [CH2:1]([O:3][C:4]1[CH:9]=[CH:8][C:7]([NH:10][C:13](=[O:15])[CH3:14])=[CH:6][C:5]=1[CH2:11][CH3:12])[CH3:2]. (6) The product is: [CH:2]([C:5]1[N:10]=[C:9]2[O:11][C:12]([C:18]3[CH:23]=[CH:22][C:21]([F:24])=[CH:20][CH:19]=3)=[C:13]([C:14](=[O:17])[NH:15][CH3:16])[C:8]2=[CH:7][C:6]=1[C:25]1[CH:26]=[C:27]([CH:35]=[CH:36][CH:37]=1)[C:28]([O:30][C:31]([CH3:33])([CH3:32])[CH3:34])=[O:29])([CH2:3][CH3:4])[CH3:1]. Given the reactants [CH3:1]/[C:2](/[C:5]1[N:10]=[C:9]2[O:11][C:12]([C:18]3[CH:23]=[CH:22][C:21]([F:24])=[CH:20][CH:19]=3)=[C:13]([C:14](=[O:17])[NH:15][CH3:16])[C:8]2=[CH:7][C:6]=1[C:25]1[CH:26]=[C:27]([CH:35]=[CH:36][CH:37]=1)[C:28]([O:30][C:31]([CH3:34])([CH3:33])[CH3:32])=[O:29])=[CH:3]\[CH3:4], predict the reaction product. (7) The product is: [CH:32]1([NH:35][C:36]([C:38]2[CH:39]=[CH:40][C:41]([C:44]3[N:45]=[C:46]([NH:49][C:50]([CH:52]4[CH2:56][S:55][CH:54]([CH:57]5[CH2:62][CH2:61][O:60][CH2:59][CH2:58]5)[N:53]4[C:5](=[O:7])[CH2:4][CH:1]4[CH2:2][CH2:3]4)=[O:51])[S:47][CH:48]=3)=[CH:42][CH:43]=2)=[O:37])[CH2:34][CH2:33]1. Given the reactants [CH:1]1([CH2:4][C:5]([OH:7])=O)[CH2:3][CH2:2]1.CN(C(ON1N=NC2C=CC=NC1=2)=[N+](C)C)C.F[P-](F)(F)(F)(F)F.[CH:32]1([NH:35][C:36]([C:38]2[CH:43]=[CH:42][C:41]([C:44]3[N:45]=[C:46]([NH:49][C:50]([CH:52]4[CH2:56][S:55][C@H:54]([CH:57]5[CH2:62][CH2:61][O:60][CH2:59][CH2:58]5)[NH:53]4)=[O:51])[S:47][CH:48]=3)=[CH:40][CH:39]=2)=[O:37])[CH2:34][CH2:33]1, predict the reaction product. (8) The product is: [CH3:19][C@H:20]1[CH2:25][O:24][CH2:23][CH2:22][N:21]1[C:26]1[N:27]=[C:28]([C:38]2[CH:39]=[CH:40][C:41]([NH:44][C:45](=[O:46])[NH:47][C:48]3[CH:49]=[CH:50][CH:51]=[CH:52][CH:53]=3)=[CH:42][CH:43]=2)[N:29]=[C:30]([CH2:32][S:7][CH2:6][CH2:5][NH:4][C:1](=[O:3])[CH3:2])[CH:31]=1. Given the reactants [C:1]([NH:4][CH2:5][CH2:6][SH:7])(=[O:3])[CH3:2].C1CCN2C(=NCCC2)CC1.[CH3:19][C@H:20]1[CH2:25][O:24][CH2:23][CH2:22][N:21]1[C:26]1[CH:31]=[C:30]([CH2:32]OS(C)(=O)=O)[N:29]=[C:28]([C:38]2[CH:43]=[CH:42][C:41]([NH:44][C:45]([NH:47][C:48]3[CH:53]=[CH:52][CH:51]=[CH:50][CH:49]=3)=[O:46])=[CH:40][CH:39]=2)[N:27]=1, predict the reaction product.